The task is: Predict the product of the given reaction.. This data is from Forward reaction prediction with 1.9M reactions from USPTO patents (1976-2016). (1) Given the reactants [F:1][C:2]1[CH:7]=[C:6]([S:8]([CH3:11])(=[O:10])=[O:9])[C:5]([CH3:12])=[CH:4][C:3]=1[NH:13][C@H:14]1[CH2:18][CH2:17][N:16]([CH:19]2[CH2:24][CH2:23][NH:22][CH2:21][CH2:20]2)[C:15]1=[O:25].[Cl:26][C:27]1[CH:32]=[N:31][C:30](Cl)=[CH:29][N:28]=1.C(N(C(C)C)C(C)C)C.O, predict the reaction product. The product is: [Cl:26][C:27]1[N:28]=[CH:29][C:30]([N:22]2[CH2:21][CH2:20][CH:19]([N:16]3[CH2:17][CH2:18][C@H:14]([NH:13][C:3]4[CH:4]=[C:5]([CH3:12])[C:6]([S:8]([CH3:11])(=[O:10])=[O:9])=[CH:7][C:2]=4[F:1])[C:15]3=[O:25])[CH2:24][CH2:23]2)=[N:31][CH:32]=1. (2) Given the reactants [CH:1]1([CH2:4][O:5][C:6]2[CH:14]=[CH:13][C:9]([C:10](O)=[O:11])=[CH:8][C:7]=2[C:15]([F:18])([F:17])[F:16])[CH2:3][CH2:2]1.C([O-])(O)=O.[Na+], predict the reaction product. The product is: [CH:1]1([CH2:4][O:5][C:6]2[CH:14]=[CH:13][C:9]([CH2:10][OH:11])=[CH:8][C:7]=2[C:15]([F:16])([F:17])[F:18])[CH2:3][CH2:2]1. (3) The product is: [CH2:25]([N:19]([CH2:20][CH2:21][N:22]([CH3:23])[CH3:24])[C:17](=[O:18])[C@@H:16]([NH:15][C:11]([NH:10][C:7]1[CH:6]=[CH:5][C:4]([O:3][C:2]([F:13])([F:14])[F:1])=[CH:9][CH:8]=1)=[O:12])[CH:32]([CH3:33])[CH3:34])[C:26]1[CH:31]=[CH:30][CH:29]=[CH:28][CH:27]=1. Given the reactants [F:1][C:2]([F:14])([F:13])[O:3][C:4]1[CH:9]=[CH:8][C:7]([N:10]=[C:11]=[O:12])=[CH:6][CH:5]=1.[NH2:15][CH:16]([CH:32]([CH3:34])[CH3:33])[C:17]([N:19]([CH2:25][C:26]1[CH:31]=[CH:30][CH:29]=[CH:28][CH:27]=1)[CH2:20][CH2:21][N:22]([CH3:24])[CH3:23])=[O:18], predict the reaction product. (4) Given the reactants [Li+].[OH-].[NH2:3][C@H:4]([C:12]([O:14][C:15]([CH3:18])([CH3:17])[CH3:16])=[O:13])[CH2:5][C:6]1[CH:11]=[CH:10][CH:9]=[CH:8][CH:7]=1.[CH2:19](Br)[C:20]#[CH:21], predict the reaction product. The product is: [C:15]([O:14][C:12](=[O:13])[C@H:4]([CH2:5][C:6]1[CH:11]=[CH:10][CH:9]=[CH:8][CH:7]=1)[NH:3][CH2:21][C:20]#[CH:19])([CH3:18])([CH3:17])[CH3:16]. (5) The product is: [CH3:16][CH:10]1[O:11][CH2:12][C:13]([CH3:15])([CH3:14])[NH:8][CH2:9]1. Given the reactants C([N:8]1[C:13]([CH3:15])([CH3:14])[CH2:12][O:11][CH:10]([CH3:16])[CH2:9]1)C1C=CC=CC=1, predict the reaction product. (6) Given the reactants Cl[C:2]1[N:7]=[CH:6][N:5]=[C:4]([C:8]([NH:10][C:11]2[CH:16]=[CH:15][C:14]([OH:17])=[CH:13][C:12]=2C)=[O:9])[CH:3]=1.[CH2:19]([NH:22][CH2:23][CH2:24][CH3:25])[CH2:20][CH3:21], predict the reaction product. The product is: [CH2:19]([N:22]([CH2:23][CH2:24][CH3:25])[C:2]1[N:7]=[CH:6][N:5]=[C:4]([C:8]([NH:10][C:11]2[CH:12]=[CH:13][C:14]([OH:17])=[CH:15][CH:16]=2)=[O:9])[CH:3]=1)[CH2:20][CH3:21]. (7) Given the reactants [Cl:1][C:2]1[CH:7]=[C:6]([Cl:8])[CH:5]=[CH:4][C:3]=1[CH2:9][C@@H:10]([NH:26]C(=O)OC(C)(C)C)[C:11](=[O:25])[NH:12][CH2:13][CH2:14][C:15]1[CH:20]=[CH:19][C:18]([O:21][CH3:22])=[C:17]([O:23][CH3:24])[CH:16]=1.Cl.O1CCOCC1, predict the reaction product. The product is: [ClH:1].[NH2:26][C@H:10]([CH2:9][C:3]1[CH:4]=[CH:5][C:6]([Cl:8])=[CH:7][C:2]=1[Cl:1])[C:11]([NH:12][CH2:13][CH2:14][C:15]1[CH:20]=[CH:19][C:18]([O:21][CH3:22])=[C:17]([O:23][CH3:24])[CH:16]=1)=[O:25]. (8) The product is: [OH:8]/[N:9]=[C:10]1\[CH2:11][CH2:12][C:13]2[C:18]\1=[CH:17][CH:16]=[C:15]([NH:19][C:20]1[C:28]3[C:23](=[CH:24][N:25]=[CH:26][CH:27]=3)[S:22][C:21]=1[C:29]([O:31][CH:32]([CH3:34])[CH3:33])=[O:30])[CH:14]=2. Given the reactants [Si]([O:8][N:9]=[C:10]1[C:18]2[C:13](=[CH:14][C:15]([NH:19][C:20]3[C:28]4[C:23](=[CH:24][N:25]=[CH:26][CH:27]=4)[S:22][C:21]=3[C:29]([O:31][CH:32]([CH3:34])[CH3:33])=[O:30])=[CH:16][CH:17]=2)[CH2:12][CH2:11]1)(C(C)(C)C)(C)C.CCCC[N+](CCCC)(CCCC)CCCC.[F-], predict the reaction product.